This data is from Forward reaction prediction with 1.9M reactions from USPTO patents (1976-2016). The task is: Predict the product of the given reaction. (1) The product is: [CH3:14][C:8]1[CH:9]=[CH:10][CH:11]=[C:12]2[C:7]=1[C:6](=[O:15])[N:5]([C:16]1[CH:21]=[CH:20][CH:19]=[CH:18][CH:17]=1)[C:4]([C@@H:2]([NH:1][C:23]1[C:24]3[C:31]([C:32]#[N:33])=[CH:30][NH:29][C:25]=3[N:26]=[CH:27][N:28]=1)[CH3:3])=[CH:13]2. Given the reactants [NH2:1][C@H:2]([C:4]1[N:5]([C:16]2[CH:21]=[CH:20][CH:19]=[CH:18][CH:17]=2)[C:6](=[O:15])[C:7]2[C:12]([CH:13]=1)=[CH:11][CH:10]=[CH:9][C:8]=2[CH3:14])[CH3:3].Cl[C:23]1[C:24]2[C:31]([C:32]#[N:33])=[CH:30][NH:29][C:25]=2[N:26]=[CH:27][N:28]=1.CCN(CC)CC, predict the reaction product. (2) Given the reactants [Br:1][C:2]1[CH:10]=[C:9]2[C:5]([CH2:6][CH2:7][C:8]2([CH2:12][CH3:13])O)=[CH:4][CH:3]=1.C(O)(C(F)(F)F)=O, predict the reaction product. The product is: [Br:1][C:2]1[CH:10]=[C:9]2[C:5](=[CH:4][CH:3]=1)[CH2:6][CH:7]=[C:8]2[CH2:12][CH3:13].